Dataset: Catalyst prediction with 721,799 reactions and 888 catalyst types from USPTO. Task: Predict which catalyst facilitates the given reaction. (1) Reactant: [CH:1]1([O:7][CH2:8][CH:9]2[CH2:14][CH:13]([C:15]([O:17][CH3:18])=[O:16])[CH2:12][CH2:11][NH:10]2)[CH2:6][CH2:5][CH2:4][CH2:3][CH2:2]1.CCN(C(C)C)C(C)C.[C:28](Cl)(=[O:31])[O:29][CH3:30].[NH4+].[Cl-]. Product: [CH:1]1([O:7][CH2:8][CH:9]2[CH2:14][CH:13]([C:15]([O:17][CH3:18])=[O:16])[CH2:12][CH2:11][N:10]2[C:28]([O:29][CH3:30])=[O:31])[CH2:6][CH2:5][CH2:4][CH2:3][CH2:2]1. The catalyst class is: 4. (2) Reactant: [Cl:1][C:2]1[CH:16]=[C:15]([Cl:17])[CH:14]=[CH:13][C:3]=1[O:4][CH:5]([CH3:12])[C:6](N(OC)C)=[O:7].[F:18][C:19]1[CH:28]=[CH:27][C:22]([CH2:23][CH2:24][Mg]Br)=[CH:21][CH:20]=1. Product: [Cl:1][C:2]1[CH:16]=[C:15]([Cl:17])[CH:14]=[CH:13][C:3]=1[O:4][CH:5]([CH3:12])[C:6](=[O:7])[CH2:24][CH2:23][C:22]1[CH:27]=[CH:28][C:19]([F:18])=[CH:20][CH:21]=1. The catalyst class is: 1. (3) Reactant: [CH3:1][S:2][CH2:3][CH2:4][CH:5]=O.C1(P(C2C=CC=CC=2)(C2C=CC=CC=2)=[CH:14][C:15](=[O:17])[CH3:16])C=CC=CC=1. Product: [CH3:1][S:2][CH2:3][CH2:4]/[CH:5]=[CH:14]/[C:15](=[O:17])[CH3:16]. The catalyst class is: 4. (4) Reactant: ClC1C=CC([C@@H]2[C@@H]([C@@H](OC3C=CC(Cl)=C(Cl)C=3)C)CCN(C(C3CCN(C4C=CC(C#N)=CN=4)CC3)=O)C2)=CC=1.N1CCCCC1.C([N:54]1[CH2:59][CH2:58][C@H:57]([C@H:60]([OH:62])[CH3:61])[C@@H:56]([C:63]2[CH:68]=[CH:67][C:66]([F:69])=[C:65]([F:70])[CH:64]=2)[CH2:55]1)C1C=CC=CC=1.[Cl:71][C:72]1[CH:73]=[CH:74][C:75](O)=[N:76][CH:77]=1.ClC(OC(Cl)=O)C.CCN(C(C)C)C(C)C. Product: [Cl:71][C:72]1[CH:73]=[CH:74][C:75]([O:62][C@H:60]([C@H:57]2[CH2:58][CH2:59][NH:54][CH2:55][C@@H:56]2[C:63]2[CH:68]=[CH:67][C:66]([F:69])=[C:65]([F:70])[CH:64]=2)[CH3:61])=[N:76][CH:77]=1. The catalyst class is: 5. (5) Reactant: [NH:1]1[CH:5]=[C:4]([CH2:6][CH2:7][O:8][C:9]2[C:18]3[C:17](=[O:19])[N:16]([CH3:20])[CH:15]=[N:14][C:13]=3[CH:12]=[C:11](Cl)[N:10]=2)[CH:3]=[N:2]1.[O:22]1[CH2:27][CH2:26][N:25]([C:28]2[CH:33]=[CH:32][C:31](B3OC(C)(C)C(C)(C)O3)=[CH:30][CH:29]=2)[CH2:24][CH2:23]1.C([O-])([O-])=O.[Na+].[Na+]. Product: [NH:1]1[CH:5]=[C:4]([CH2:6][CH2:7][O:8][C:9]2[C:18]3[C:17](=[O:19])[N:16]([CH3:20])[CH:15]=[N:14][C:13]=3[CH:12]=[C:11]([C:31]3[CH:30]=[CH:29][C:28]([N:25]4[CH2:24][CH2:23][O:22][CH2:27][CH2:26]4)=[CH:33][CH:32]=3)[N:10]=2)[CH:3]=[N:2]1. The catalyst class is: 75. (6) Reactant: [F:1][C:2]1[CH:3]=[N:4][C:5]([NH:11][C:12]2[CH:17]=[CH:16][CH:15]=[C:14]([C:18]([O:20][CH3:21])=[O:19])[CH:13]=2)=[C:6]([CH:10]=1)[C:7]([OH:9])=O.[NH2:22][C@@H:23]1[CH2:28][CH2:27][C@H:26]([NH:29][C:30](=[O:36])[O:31][C:32]([CH3:35])([CH3:34])[CH3:33])[CH2:25][CH2:24]1.CN(C(ON1N=NC2C=CC=NC1=2)=[N+](C)C)C.F[P-](F)(F)(F)(F)F.C1C=NC2N(O)N=NC=2C=1.CCN(C(C)C)C(C)C. Product: [C:32]([O:31][C:30]([NH:29][C@@H:26]1[CH2:25][CH2:24][C@H:23]([NH:22][C:7]([C:6]2[C:5]([NH:11][C:12]3[CH:13]=[C:14]([CH:15]=[CH:16][CH:17]=3)[C:18]([O:20][CH3:21])=[O:19])=[N:4][CH:3]=[C:2]([F:1])[CH:10]=2)=[O:9])[CH2:28][CH2:27]1)=[O:36])([CH3:35])([CH3:33])[CH3:34]. The catalyst class is: 514. (7) Reactant: [CH3:1][N:2]1[C:6](=O)[CH2:5][CH:4]([C:8]2[C:16]3[C:11](=[CH:12][C:13]([NH:17][C:18](=O)[C:19]4[CH:24]=[CH:23][CH:22]=[CH:21][CH:20]=4)=[CH:14][CH:15]=3)[NH:10][CH:9]=2)[C:3]1=O.[H-].[H-].[H-].[H-].[Li+].[Al+3]. Product: [CH2:18]([NH:17][C:13]1[CH:12]=[C:11]2[C:16]([C:8]([CH:4]3[CH2:5][CH2:6][N:2]([CH3:1])[CH2:3]3)=[CH:9][NH:10]2)=[CH:15][CH:14]=1)[C:19]1[CH:20]=[CH:21][CH:22]=[CH:23][CH:24]=1. The catalyst class is: 1. (8) Reactant: C(OC([NH:8][CH2:9][CH:10]1[CH2:14][CH2:13][CH2:12][N:11]1[C:15]([C:17]1[CH:40]=[CH:39][C:20]([C:21]([NH:23][CH:24]([C:29]2[NH:33][C:32]3[CH:34]=[CH:35][C:36]([Cl:38])=[CH:37][C:31]=3[N:30]=2)[CH2:25][C:26]([NH2:28])=[O:27])=[O:22])=[CH:19][C:18]=1[Cl:41])=[O:16])=O)(C)(C)C.FC(F)(F)C(O)=O.ClCl. Product: [NH2:8][CH2:9][CH:10]1[CH2:14][CH2:13][CH2:12][N:11]1[C:15]([C:17]1[CH:40]=[CH:39][C:20]([C:21]([NH:23][CH:24]([C:29]2[NH:33][C:32]3[CH:34]=[CH:35][C:36]([Cl:38])=[CH:37][C:31]=3[N:30]=2)[CH2:25][C:26]([NH2:28])=[O:27])=[O:22])=[CH:19][C:18]=1[Cl:41])=[O:16]. The catalyst class is: 98. (9) Reactant: [O:1]=[C:2]1[C:8]2[CH:9]=[CH:10][CH:11]=[CH:12][C:7]=2[CH2:6][CH2:5][CH2:4][CH:3]1[CH2:13][C:14]([O:16]CC)=[O:15].[OH-].[K+]. Product: [O:1]=[C:2]1[C:8]2[CH:9]=[CH:10][CH:11]=[CH:12][C:7]=2[CH2:6][CH2:5][CH2:4][CH:3]1[CH2:13][C:14]([OH:16])=[O:15]. The catalyst class is: 8.